From a dataset of Catalyst prediction with 721,799 reactions and 888 catalyst types from USPTO. Predict which catalyst facilitates the given reaction. (1) Reactant: [Br:1][C:2]1[N:7]=[CH:6][C:5]([OH:8])=[CH:4][CH:3]=1.[N+:9]([O-])([OH:11])=[O:10].[OH-]. Product: [Br:1][C:2]1[N:7]=[C:6]([N+:9]([O-:11])=[O:10])[C:5]([OH:8])=[CH:4][CH:3]=1. The catalyst class is: 86. (2) Reactant: C[Si]([C:5]#[C:6][C:7]1[N:15]=[CH:14][C:13]2[NH:12][C:11]3[N:16]=[CH:17][C:18]([C:20]4[CH:25]=[CH:24][C:23]([CH2:26][N:27]5[CH2:32][CH2:31][CH2:30][CH2:29][CH2:28]5)=[CH:22][CH:21]=4)=[CH:19][C:10]=3[C:9]=2[CH:8]=1)(C)C.C(=O)([O-])[O-].[K+].[K+]. Product: [C:6]([C:7]1[N:15]=[CH:14][C:13]2[NH:12][C:11]3[N:16]=[CH:17][C:18]([C:20]4[CH:21]=[CH:22][C:23]([CH2:26][N:27]5[CH2:32][CH2:31][CH2:30][CH2:29][CH2:28]5)=[CH:24][CH:25]=4)=[CH:19][C:10]=3[C:9]=2[CH:8]=1)#[CH:5]. The catalyst class is: 100. (3) Reactant: [F:1][C:2]1[CH:3]=[CH:4][C:5]2[N:6]([C:8]([C:11]3[N:16]=[C:15]([NH:17][C@@H:18]4[CH2:23][CH2:22][CH2:21][NH:20][CH2:19]4)[CH:14]=[CH:13][N:12]=3)=[CH:9][N:10]=2)[CH:7]=1.Br[C:25]([CH3:32])([CH3:31])[C:26]([O:28]CC)=[O:27].[C:33](=[O:36])([O-])[O-].[K+].[K+].[OH2:39]. Product: [F:1][C:2]1[CH:3]=[CH:4][C:5]2[N:6]([C:8]([C:11]3[N:16]=[C:15]([NH:17][C@@H:18]4[CH2:23][CH2:22][CH2:21][N:20]([C:25]([CH3:31])([CH3:32])[C:26]([O:28][N:6]5[C:5](=[O:39])[CH2:4][CH2:3][C:33]5=[O:36])=[O:27])[CH2:19]4)[CH:14]=[CH:13][N:12]=3)=[CH:9][N:10]=2)[CH:7]=1. The catalyst class is: 3. (4) Reactant: [CH2:1]([O:8][C:9]1[CH:10]=[C:11]2[C:15](=[CH:16][CH:17]=1)[N:14]([C:18](=[O:20])[CH3:19])[N:13]=[C:12]2[CH2:21][C:22](=[O:24])[CH3:23])[C:2]1[CH:7]=[CH:6][CH:5]=[CH:4][CH:3]=1.[BH4-].[Na+].[NH4+].[Cl-].C(OCC)(=O)C. Product: [CH2:1]([O:8][C:9]1[CH:10]=[C:11]2[C:15](=[CH:16][CH:17]=1)[N:14]([C:18](=[O:20])[CH3:19])[N:13]=[C:12]2[CH2:21][CH:22]([OH:24])[CH3:23])[C:2]1[CH:7]=[CH:6][CH:5]=[CH:4][CH:3]=1. The catalyst class is: 5. (5) Reactant: [CH3:1][O:2][C:3](=[O:16])[C:4]1[CH:9]=[CH:8][C:7]([CH2:10]Br)=[C:6]([C:12]([F:15])([F:14])[F:13])[CH:5]=1.[CH3:17][NH:18][CH3:19].C([O-])([O-])=O.[K+].[K+]. Product: [CH3:1][O:2][C:3](=[O:16])[C:4]1[CH:9]=[CH:8][C:7]([CH2:10][N:18]([CH3:19])[CH3:17])=[C:6]([C:12]([F:15])([F:14])[F:13])[CH:5]=1. The catalyst class is: 23. (6) Reactant: [H-].[Na+].[C:3]([O:7][CH2:8][CH3:9])(=[O:6])[CH2:4][OH:5].[Br:10][CH2:11][CH2:12][CH2:13][CH2:14]Br.C(=O)(O)[O-].[Na+]. Product: [CH2:8]([O:7][C:3](=[O:6])[CH2:4][O:5][CH2:14][CH2:13][CH2:12][CH2:11][Br:10])[CH3:9]. The catalyst class is: 3.